Dataset: Reaction yield outcomes from USPTO patents with 853,638 reactions. Task: Predict the reaction yield, written as a fraction of the theoretical maximum amount of product (1.0 means a 100% yield; for example, 0.34 means a 34% yield). (1) The reactants are [CH3:1][O:2][C:3](=[O:16])[C:4]1[CH:9]=[C:8]([N+:10]([O-:12])=[O:11])[C:7]([NH2:13])=[C:6]([F:14])[C:5]=1F.[Cl:17][C:18]1[CH:24]=[CH:23][CH:22]=[CH:21][C:19]=1[NH2:20]. The catalyst is C(OCC)(=O)C. The product is [CH3:1][O:2][C:3](=[O:16])[C:4]1[CH:9]=[C:8]([N+:10]([O-:12])=[O:11])[C:7]([NH2:13])=[C:6]([F:14])[C:5]=1[NH:20][C:19]1[CH:21]=[CH:22][CH:23]=[CH:24][C:18]=1[Cl:17]. The yield is 0.120. (2) The reactants are [O:1]=[C:2]([CH3:6])[CH2:3][CH2:4][OH:5].[C:7](Cl)(=[O:14])[C:8]1[CH:13]=[CH:12][CH:11]=[CH:10][CH:9]=1.C(N(CC)CC)C. No catalyst specified. The product is [O:1]=[C:2]([CH3:6])[CH2:3][CH2:4][O:5][C:7](=[O:14])[C:8]1[CH:13]=[CH:12][CH:11]=[CH:10][CH:9]=1. The yield is 0.960. (3) The reactants are [CH2:1]([O:3][C:4]1[CH:5]=[C:6]([CH:9]=[CH:10][C:11]=1[OH:12])[CH:7]=[O:8])[CH3:2].C(=O)([O-])[O-].[K+].[K+].Br[CH2:20][C:21]1[CH:26]=[CH:25][C:24]([C:27]([F:30])([F:29])[F:28])=[CH:23][C:22]=1[C:31]([F:34])([F:33])[F:32].O. The catalyst is CN(C=O)C. The product is [F:32][C:31]([F:33])([F:34])[C:22]1[CH:23]=[C:24]([C:27]([F:30])([F:28])[F:29])[CH:25]=[CH:26][C:21]=1[CH2:20][O:12][C:11]1[CH:10]=[CH:9][C:6]([CH:7]=[O:8])=[CH:5][C:4]=1[O:3][CH2:1][CH3:2]. The yield is 0.980. (4) The reactants are [Cl:1][C:2]1[CH:7]=[CH:6][C:5]([Cl:8])=[CH:4][C:3]=1[CH2:9][C:10]1[O:14][CH:13]=[N:12][C:11]=1[C:15]([OH:17])=O.[CH:18]1([N:21]2[C:30]3[C:25](=[CH:26][CH:27]=[CH:28][CH:29]=3)[NH:24][CH2:23][CH2:22]2)[CH2:20][CH2:19]1.CCN=C=NCCCN(C)C.C1C=NC2N(O)N=NC=2C=1. The catalyst is CN(C)C=O.O. The product is [CH:18]1([N:21]2[C:30]3[C:25](=[CH:26][CH:27]=[CH:28][CH:29]=3)[N:24]([C:15]([C:11]3[N:12]=[CH:13][O:14][C:10]=3[CH2:9][C:3]3[CH:4]=[C:5]([Cl:8])[CH:6]=[CH:7][C:2]=3[Cl:1])=[O:17])[CH2:23][CH2:22]2)[CH2:20][CH2:19]1. The yield is 0.490. (5) The reactants are [CH3:1][O:2][C:3](=[O:28])[CH2:4][O:5][CH2:6][C:7]#[C:8][CH2:9][N:10]1[C@@H:15](/[CH:16]=[CH:17]/[C:18](=[O:26])[CH2:19][C:20]2[CH:25]=[CH:24][CH:23]=[CH:22][CH:21]=2)[CH2:14][CH2:13][CH2:12][C:11]1=[O:27]. The catalyst is C1(C)C=CC=CC=1.C1C=CC(P(C2C=CC=CC=2)C2C=CC=CC=2)=CC=1.C1C=CC(P(C2C=CC=CC=2)C2C=CC=CC=2)=CC=1.C1C=CC(P(C2C=CC=CC=2)C2C=CC=CC=2)=CC=1.C1C=CC(P(C2C=CC=CC=2)C2C=CC=CC=2)=CC=1.C1C=CC(P(C2C=CC=CC=2)C2C=CC=CC=2)=CC=1.C1C=CC(P(C2C=CC=CC=2)C2C=CC=CC=2)=CC=1.[Cu].[Cu].[Cu].[Cu].[Cu].[Cu]. The product is [CH3:1][O:2][C:3](=[O:28])[CH2:4][O:5][CH2:6][C:7]#[C:8][CH2:9][N:10]1[C@@H:15]([CH2:16][CH2:17][C:18](=[O:26])[CH2:19][C:20]2[CH:25]=[CH:24][CH:23]=[CH:22][CH:21]=2)[CH2:14][CH2:13][CH2:12][C:11]1=[O:27]. The yield is 0.780. (6) The reactants are [C:1]([O:9]CC)(=O)[CH2:2][C:3]([O:5][CH2:6][CH3:7])=[O:4].[H-].[Na+].[H][H].[CH3:16][N:17]1[C:22]2[CH:23]=[CH:24][C:25]([CH3:27])=[CH:26][C:21]=2[C:20](=O)[O:19]C1=O.Cl. The catalyst is CC(N(C)C)=O. The product is [CH2:6]([O:5][C:3]([C:2]1[C:1](=[O:9])[N:17]([CH3:16])[C:22]2[C:21]([C:20]=1[OH:19])=[CH:26][C:25]([CH3:27])=[CH:24][CH:23]=2)=[O:4])[CH3:7]. The yield is 0.870. (7) The reactants are [CH3:1][O:2][C:3]([C:5]1[O:6][C:7](Br)=[CH:8][CH:9]=1)=[O:4].C(=O)([O-])[O-].[Na+].[Na+].[CH2:17]([C:19]([C:38]1[CH:43]=[CH:42][C:41]([OH:44])=[C:40]([CH3:45])[CH:39]=1)([C:22]1[CH:27]=[CH:26][C:25](B2OC(C)(C)C(C)(C)O2)=[C:24]([CH3:37])[CH:23]=1)[CH2:20][CH3:21])[CH3:18].C(OCC)(=O)C. The catalyst is C1(C)C=CC=CC=1. The product is [CH3:1][O:2][C:3]([C:5]1[O:6][C:7]([C:25]2[CH:26]=[CH:27][C:22]([C:19]([CH2:20][CH3:21])([C:38]3[CH:43]=[CH:42][C:41]([OH:44])=[C:40]([CH3:45])[CH:39]=3)[CH2:17][CH3:18])=[CH:23][C:24]=2[CH3:37])=[CH:8][CH:9]=1)=[O:4]. The yield is 0.739.